Task: Predict which catalyst facilitates the given reaction.. Dataset: Catalyst prediction with 721,799 reactions and 888 catalyst types from USPTO (1) Reactant: [F:1][C@H:2]1[CH2:6][CH2:5][N:4]([C:7]2[C:12]([CH2:13]O)=[CH:11][CH:10]=[CH:9][N:8]=2)[CH2:3]1.O=S(Cl)[Cl:17]. Product: [Cl:17][CH2:13][C:12]1[C:7]([N:4]2[CH2:5][CH2:6][C@H:2]([F:1])[CH2:3]2)=[N:8][CH:9]=[CH:10][CH:11]=1. The catalyst class is: 4. (2) Reactant: [CH3:1][O:2][C:3]1[CH:4]=[CH:5][C:6]2[C:15]([CH:16]=1)=[N:14][C:13]1[C:8](=[CH:9][CH:10]=[CH:11][CH:12]=1)[C:7]=2Cl. Product: [CH3:1][O:2][C:3]1[CH:4]=[CH:5][C:6]2[C:15]([CH:16]=1)=[N:14][C:13]1[C:8](=[CH:9][CH:10]=[CH:11][CH:12]=1)[CH:7]=2. The catalyst class is: 33. (3) Reactant: [CH3:1][O:2][C:3](=[O:17])[CH2:4][C:5]1[CH:14]=[C:13]([OH:15])[C:12]2[C:7](=[CH:8][CH:9]=[C:10]([F:16])[CH:11]=2)[CH:6]=1.[F:18][B-](F)(F)F.F[B-](F)(F)F.ClC[N+]12CC[N+](F)(CC1)CC2. Product: [CH3:1][O:2][C:3](=[O:17])[CH2:4][C:5]1[CH:14]=[C:13]([OH:15])[C:12]2[C:7](=[CH:8][CH:9]=[C:10]([F:16])[CH:11]=2)[C:6]=1[F:18]. The catalyst class is: 47. (4) Reactant: C(=[N:14][C:15]1[CH:16]=[CH:17][C:18](=[O:27])[N:19]([C:21]2[CH:26]=[CH:25][CH:24]=[CH:23][CH:22]=2)[CH:20]=1)(C1C=CC=CC=1)C1C=CC=CC=1.[ClH:28]. Product: [ClH:28].[NH2:14][C:15]1[CH:16]=[CH:17][C:18](=[O:27])[N:19]([C:21]2[CH:22]=[CH:23][CH:24]=[CH:25][CH:26]=2)[CH:20]=1. The catalyst class is: 7. (5) Reactant: [CH2:1]([NH:8][C@H:9]([C:12]([OH:14])=[O:13])[CH2:10][OH:11])[C:2]1[CH:7]=[CH:6][CH:5]=[CH:4][CH:3]=1.[OH-].[Na+].O.Cl[CH2:19][C:20](Cl)=[O:21]. The catalyst class is: 10. Product: [CH2:1]([N:8]1[C:20](=[O:21])[CH2:19][O:11][CH2:10][C@H:9]1[C:12]([OH:14])=[O:13])[C:2]1[CH:7]=[CH:6][CH:5]=[CH:4][CH:3]=1. (6) Reactant: [CH3:1][N:2]([CH3:7])[CH2:3][CH2:4][CH2:5][OH:6].CCOC(/N=N/C(OCC)=O)=O.[Br:20][C:21]1[CH:26]=[CH:25][C:24](O)=[CH:23][C:22]=1[CH3:28].C1C=CC(P(C2C=CC=CC=2)C2C=CC=CC=2)=CC=1. The catalyst class is: 1. Product: [Br:20][C:21]1[CH:26]=[CH:25][C:24]([O:6][CH2:5][CH2:4][CH2:3][N:2]([CH3:7])[CH3:1])=[CH:23][C:22]=1[CH3:28]. (7) Reactant: [C:1]([CH2:3]P(=O)(OCC)OCC)#[N:2].CC(C)([O-])C.[K+].[CH2:18]([N:20]1[C:24]2=[N:25][C:26]([CH:43]=O)=[C:27]([CH2:36][CH2:37][C:38]([O:40][CH2:41][CH3:42])=[O:39])[C:28]([C:29]3[CH:30]=[N:31][CH:32]=[C:33]([CH3:35])[CH:34]=3)=[C:23]2[CH:22]=[N:21]1)[CH3:19]. Product: [C:1](/[CH:3]=[CH:43]/[C:26]1[N:25]=[C:24]2[N:20]([CH2:18][CH3:19])[N:21]=[CH:22][C:23]2=[C:28]([C:29]2[CH:30]=[N:31][CH:32]=[C:33]([CH3:35])[CH:34]=2)[C:27]=1[CH2:36][CH2:37][C:38]([O:40][CH2:41][CH3:42])=[O:39])#[N:2]. The catalyst class is: 20. (8) Reactant: C(OC(=O)[CH:5]([C:17]#[N:18])[C:6]1[CH:11]=[CH:10][C:9]([O:12][CH3:13])=[CH:8][C:7]=1[N+:14]([O-:16])=[O:15])C.C(=O)([O-])[O-].[Na+].[Na+]. Product: [CH3:13][O:12][C:9]1[CH:10]=[CH:11][C:6]([CH2:5][C:17]#[N:18])=[C:7]([N+:14]([O-:16])=[O:15])[CH:8]=1. The catalyst class is: 13.